Dataset: Forward reaction prediction with 1.9M reactions from USPTO patents (1976-2016). Task: Predict the product of the given reaction. Given the reactants [Cl:1][C:2]1[CH:24]=[CH:23][C:5]([CH2:6][NH:7][C:8]([C:10]2[C:11](=[O:22])[C:12]3[CH:19]=[C:18]([CH2:20]Cl)[S:17][C:13]=3[N:14]([CH3:16])[CH:15]=2)=[O:9])=[CH:4][CH:3]=1.[CH3:25][NH:26][CH2:27][C@H:28]([C:30]1[CH:35]=[N:34][CH:33]=[CH:32][N:31]=1)[OH:29].C(N(C(C)C)CC)(C)C, predict the reaction product. The product is: [Cl:1][C:2]1[CH:24]=[CH:23][C:5]([CH2:6][NH:7][C:8]([C:10]2[C:11](=[O:22])[C:12]3[CH:19]=[C:18]([CH2:20][N:26]([CH2:27][C@@H:28]([OH:29])[C:30]4[CH:35]=[N:34][CH:33]=[CH:32][N:31]=4)[CH3:25])[S:17][C:13]=3[N:14]([CH3:16])[CH:15]=2)=[O:9])=[CH:4][CH:3]=1.